Task: Regression. Given two drug SMILES strings and cell line genomic features, predict the synergy score measuring deviation from expected non-interaction effect.. Dataset: NCI-60 drug combinations with 297,098 pairs across 59 cell lines (1) Drug 1: CC(C1=C(C=CC(=C1Cl)F)Cl)OC2=C(N=CC(=C2)C3=CN(N=C3)C4CCNCC4)N. Drug 2: CCC1(CC2CC(C3=C(CCN(C2)C1)C4=CC=CC=C4N3)(C5=C(C=C6C(=C5)C78CCN9C7C(C=CC9)(C(C(C8N6C)(C(=O)OC)O)OC(=O)C)CC)OC)C(=O)OC)O.OS(=O)(=O)O. Cell line: BT-549. Synergy scores: CSS=35.8, Synergy_ZIP=5.98, Synergy_Bliss=9.72, Synergy_Loewe=-33.9, Synergy_HSA=6.54. (2) Drug 1: COC1=NC(=NC2=C1N=CN2C3C(C(C(O3)CO)O)O)N. Drug 2: C1C(C(OC1N2C=NC3=C2NC=NCC3O)CO)O. Cell line: HS 578T. Synergy scores: CSS=-3.58, Synergy_ZIP=7.28, Synergy_Bliss=19.9, Synergy_Loewe=-5.15, Synergy_HSA=-4.04. (3) Drug 1: C1=CC(=CC=C1CC(C(=O)O)N)N(CCCl)CCCl.Cl. Drug 2: C1=CC=C(C=C1)NC(=O)CCCCCCC(=O)NO. Cell line: RXF 393. Synergy scores: CSS=28.9, Synergy_ZIP=4.33, Synergy_Bliss=8.85, Synergy_Loewe=6.73, Synergy_HSA=8.74. (4) Drug 1: C1=CC(=CC=C1CC(C(=O)O)N)N(CCCl)CCCl.Cl. Drug 2: C1=NC2=C(N1)C(=S)N=C(N2)N. Cell line: K-562. Synergy scores: CSS=43.7, Synergy_ZIP=-3.32, Synergy_Bliss=0.602, Synergy_Loewe=-14.9, Synergy_HSA=0.529.